This data is from Full USPTO retrosynthesis dataset with 1.9M reactions from patents (1976-2016). The task is: Predict the reactants needed to synthesize the given product. (1) Given the product [C:1]([O:5][C:6]([N:8]1[CH2:9][CH2:10][C:11]([F:19])([C:14]2[S:15][C:16]([CH2:25][OH:26])=[CH:17][N:18]=2)[CH2:12][CH2:13]1)=[O:7])([CH3:4])([CH3:2])[CH3:3], predict the reactants needed to synthesize it. The reactants are: [C:1]([O:5][C:6]([N:8]1[CH2:13][CH2:12][C:11]([F:19])([C:14]2[S:15][CH:16]=[CH:17][N:18]=2)[CH2:10][CH2:9]1)=[O:7])([CH3:4])([CH3:3])[CH3:2].[Li]CCCC.[CH2:25]=[O:26]. (2) Given the product [C:3]([O:7][C:8](=[O:42])[N:9]([C@@H:10]1[CH2:14][CH2:13][N:12]([CH:15]([C:23](=[O:41])[N:24]([CH2:26][C:27]2[C:36]3[C:31](=[CH:32][CH:33]=[CH:34][CH:35]=3)[CH:30]=[C:29]([C:37]#[N:38])[C:28]=2[O:39][CH3:40])[CH3:25])[C:16]2[CH:17]=[CH:18][C:19]([F:22])=[CH:20][CH:21]=2)[CH2:11]1)[CH3:43])([CH3:6])([CH3:4])[CH3:5], predict the reactants needed to synthesize it. The reactants are: [H-].[Na+].[C:3]([O:7][C:8](=[O:42])[NH:9][C@@H:10]1[CH2:14][CH2:13][N:12]([CH:15]([C:23](=[O:41])[N:24]([CH2:26][C:27]2[C:36]3[C:31](=[CH:32][CH:33]=[CH:34][CH:35]=3)[CH:30]=[C:29]([C:37]#[N:38])[C:28]=2[O:39][CH3:40])[CH3:25])[C:16]2[CH:21]=[CH:20][C:19]([F:22])=[CH:18][CH:17]=2)[CH2:11]1)([CH3:6])([CH3:5])[CH3:4].[CH3:43]I. (3) Given the product [CH3:1][O:2][C:3]1[C:12]([CH3:13])=[C:11]2[C:6]([C:7]([O:22][CH:23]3[CH2:40][CH:39]4[CH:25]([C:26](=[O:46])[N:27]([CH3:45])[CH2:28][CH2:29][CH2:30][CH2:31][CH:32]=[CH:33][CH:34]5[C:36]([C:42]([NH:76][S:73]([CH:70]6[CH2:72][CH2:71]6)(=[O:75])=[O:74])=[O:43])([NH:37][C:38]4=[O:41])[CH2:35]5)[CH2:24]3)=[N:8][C:9]([C:14]3[CH:15]=[CH:16][C:17]([O:20][CH3:21])=[CH:18][CH:19]=3)=[N:10]2)=[CH:5][CH:4]=1, predict the reactants needed to synthesize it. The reactants are: [CH3:1][O:2][C:3]1[C:12]([CH3:13])=[C:11]2[C:6]([C:7]([O:22][CH:23]3[CH2:40][CH:39]4[CH:25]([C:26](=[O:46])[N:27]([CH3:45])[CH2:28][CH2:29][CH2:30][CH2:31][CH:32]=[CH:33][CH:34]5[C:36]([C:42](O)=[O:43])([NH:37][C:38]4=[O:41])[CH2:35]5)[CH2:24]3)=[N:8][C:9]([C:14]3[CH:19]=[CH:18][C:17]([O:20][CH3:21])=[CH:16][CH:15]=3)=[N:10]2)=[CH:5][CH:4]=1.C(N1C=CN=C1)(N1C=CN=C1)=O.C1CCN2C(=NCCC2)CC1.[CH:70]1([S:73]([NH2:76])(=[O:75])=[O:74])[CH2:72][CH2:71]1.